Task: Regression. Given two drug SMILES strings and cell line genomic features, predict the synergy score measuring deviation from expected non-interaction effect.. Dataset: NCI-60 drug combinations with 297,098 pairs across 59 cell lines (1) Drug 1: CC12CCC3C(C1CCC2=O)CC(=C)C4=CC(=O)C=CC34C. Drug 2: C1=CN(C=N1)CC(O)(P(=O)(O)O)P(=O)(O)O. Cell line: 786-0. Synergy scores: CSS=33.7, Synergy_ZIP=-15.2, Synergy_Bliss=-25.4, Synergy_Loewe=-30.4, Synergy_HSA=-25.1. (2) Drug 1: CC1=C2C(C(=O)C3(C(CC4C(C3C(C(C2(C)C)(CC1OC(=O)C(C(C5=CC=CC=C5)NC(=O)OC(C)(C)C)O)O)OC(=O)C6=CC=CC=C6)(CO4)OC(=O)C)O)C)O. Drug 2: CC1C(C(CC(O1)OC2CC(OC(C2O)C)OC3=CC4=CC5=C(C(=O)C(C(C5)C(C(=O)C(C(C)O)O)OC)OC6CC(C(C(O6)C)O)OC7CC(C(C(O7)C)O)OC8CC(C(C(O8)C)O)(C)O)C(=C4C(=C3C)O)O)O)O. Cell line: SNB-75. Synergy scores: CSS=44.6, Synergy_ZIP=1.44, Synergy_Bliss=3.39, Synergy_Loewe=2.33, Synergy_HSA=2.96. (3) Drug 1: C1CN1P(=S)(N2CC2)N3CC3. Drug 2: CC1=C(C=C(C=C1)C(=O)NC2=CC(=CC(=C2)C(F)(F)F)N3C=C(N=C3)C)NC4=NC=CC(=N4)C5=CN=CC=C5. Cell line: SF-268. Synergy scores: CSS=9.98, Synergy_ZIP=-0.185, Synergy_Bliss=1.98, Synergy_Loewe=-2.37, Synergy_HSA=-2.10. (4) Drug 1: CN1C2=C(C=C(C=C2)N(CCCl)CCCl)N=C1CCCC(=O)O.Cl. Drug 2: C1=NC2=C(N=C(N=C2N1C3C(C(C(O3)CO)O)F)Cl)N. Cell line: SF-539. Synergy scores: CSS=3.68, Synergy_ZIP=-2.38, Synergy_Bliss=-4.53, Synergy_Loewe=-0.240, Synergy_HSA=-3.84.